Dataset: Full USPTO retrosynthesis dataset with 1.9M reactions from patents (1976-2016). Task: Predict the reactants needed to synthesize the given product. (1) Given the product [CH2:1]([C:2]1[CH:7]=[CH:6][N:5]=[CH:4][C:3]=1[C:8]#[N:9])[C:12]([CH3:13])=[O:11], predict the reactants needed to synthesize it. The reactants are: [CH3:1][C:2]1[CH:7]=[CH:6][N:5]=[CH:4][C:3]=1[C:8]#[N:9].C[O:11][C:12](OC)(N(C)C)[CH3:13]. (2) Given the product [CH:17]1([CH2:20][O:21][C:22]2[CH:23]=[CH:24][C:25]([CH2:28][CH3:29])=[CH:26][C:27]=2[C:2]2[C:3]3[NH:10][C:9]([CH3:11])=[C:8]([C:12]([O:14][CH2:15][CH3:16])=[O:13])[C:4]=3[N:5]=[CH:6][N:7]=2)[CH2:18][CH2:19]1, predict the reactants needed to synthesize it. The reactants are: Cl[C:2]1[C:3]2[NH:10][C:9]([CH3:11])=[C:8]([C:12]([O:14][CH2:15][CH3:16])=[O:13])[C:4]=2[N:5]=[CH:6][N:7]=1.[CH:17]1([CH2:20][O:21][C:22]2[CH:27]=[CH:26][C:25]([CH2:28][CH3:29])=[CH:24][C:23]=2B2OC(C)(C)C(C)(C)O2)[CH2:19][CH2:18]1. (3) Given the product [CH3:1][O:2][C:3]([C:5]1[S:6][C:7]([C:19]#[C:20][C:21]([CH3:23])([CH3:22])[CH3:24])=[CH:8][C:9]=1[N:10]([CH2:11][CH2:12][P:13]([O:16][CH2:17][CH3:18])([CH3:15])=[O:14])[C:32]([CH:29]1[CH2:30][CH2:31][CH:26]([CH3:25])[CH2:27][CH2:28]1)=[O:33])=[O:4], predict the reactants needed to synthesize it. The reactants are: [CH3:1][O:2][C:3]([C:5]1[S:6][C:7]([C:19]#[C:20][C:21]([CH3:24])([CH3:23])[CH3:22])=[CH:8][C:9]=1[NH:10][CH2:11][CH2:12][P:13]([O:16][CH2:17][CH3:18])([CH3:15])=[O:14])=[O:4].[CH3:25][CH:26]1[CH2:31][CH2:30][CH:29]([C:32](Cl)=[O:33])[CH2:28][CH2:27]1.